The task is: Predict the reactants needed to synthesize the given product.. This data is from Full USPTO retrosynthesis dataset with 1.9M reactions from patents (1976-2016). (1) Given the product [NH2:1][C:2]1[C:3]([C:8]([O:10][CH2:11][CH3:12])=[O:9])=[N:4][CH:5]=[CH:6][CH:7]=1, predict the reactants needed to synthesize it. The reactants are: [NH2:1][C:2]1[C:3]([C:8]([OH:10])=[O:9])=[N:4][CH:5]=[CH:6][CH:7]=1.[CH2:11](Cl)[CH2:12]Cl. (2) Given the product [Cl:1][C:2]1[C:7]([C:8]2[CH:13]=[CH:12][CH:11]=[CH:10][CH:9]=2)=[N:6][N:5]=[C:4]2[N:14]([CH2:24][CH2:23][N:18]3[CH2:22][CH2:21][CH2:20][CH2:19]3)[N:15]=[C:16]([CH3:17])[C:3]=12, predict the reactants needed to synthesize it. The reactants are: [Cl:1][C:2]1[C:7]([C:8]2[CH:13]=[CH:12][CH:11]=[CH:10][CH:9]=2)=[N:6][N:5]=[C:4]2[NH:14][N:15]=[C:16]([CH3:17])[C:3]=12.[N:18]1([CH2:23][CH2:24]O)[CH2:22][CH2:21][CH2:20][CH2:19]1. (3) Given the product [CH2:20]([N:17]([CH2:18][CH3:19])[C:15](=[O:16])[CH2:14][C:13]1[C:12]([C:22]2[CH:27]=[CH:26][C:25]([O:28][CH3:29])=[CH:24][CH:23]=2)=[N:11][N:10]2[C:4]([CH3:5])=[CH:3][C:2]([CH3:1])=[N:8][C:9]=12)[CH3:21], predict the reactants needed to synthesize it. The reactants are: [CH3:1][C:2](=O)[CH2:3][C:4](=O)[CH3:5].[NH2:8][C:9]1[C:13]([CH2:14][C:15]([N:17]([CH2:20][CH3:21])[CH2:18][CH3:19])=[O:16])=[C:12]([C:22]2[CH:27]=[CH:26][C:25]([O:28][CH3:29])=[CH:24][CH:23]=2)[NH:11][N:10]=1. (4) Given the product [F:1][C:2]1[CH:3]=[C:4]2[C:8](=[CH:9][CH:10]=1)[N:7]([CH2:11][CH2:12][CH2:13][NH:14][CH2:22][C@@H:23]1[O:37][C:27]3=[C:28]4[C:33](=[CH:34][CH:35]=[C:26]3[O:25][CH2:24]1)[N:32]=[C:31]([CH3:36])[CH:30]=[CH:29]4)[CH2:6][CH2:5]2, predict the reactants needed to synthesize it. The reactants are: [F:1][C:2]1[CH:3]=[C:4]2[C:8](=[CH:9][CH:10]=1)[N:7]([CH2:11][CH2:12][CH2:13][N:14]([CH2:22][C@@H:23]1[O:37][C:27]3=[C:28]4[C:33](=[CH:34][CH:35]=[C:26]3[O:25][CH2:24]1)[N:32]=[C:31]([CH3:36])[CH:30]=[CH:29]4)C(=O)OC(C)(C)C)[CH2:6][CH2:5]2.C(O)(C(F)(F)F)=O.